This data is from Forward reaction prediction with 1.9M reactions from USPTO patents (1976-2016). The task is: Predict the product of the given reaction. (1) Given the reactants [OH:1][C@@:2]1([C:9]#[C:10][C:11]2[CH:12]=[C:13]([C:17]3[C:18]4[S:30][CH:29]=[CH:28][C:19]=4[N:20]=[C:21]([C:23]([O:25]CC)=O)[N:22]=3)[CH:14]=[CH:15][CH:16]=2)[CH2:6][CH2:5][N:4]([CH3:7])[C:3]1=[O:8].[NH3:31], predict the reaction product. The product is: [OH:1][C@@:2]1([C:9]#[C:10][C:11]2[CH:12]=[C:13]([C:17]3[C:18]4[S:30][CH:29]=[CH:28][C:19]=4[N:20]=[C:21]([C:23]([NH2:31])=[O:25])[N:22]=3)[CH:14]=[CH:15][CH:16]=2)[CH2:6][CH2:5][N:4]([CH3:7])[C:3]1=[O:8]. (2) Given the reactants [Cl:1][C:2]1[CH:3]=[C:4]([C@@H:12]([CH2:16][CH:17]2[CH2:20][C:19](=[O:21])[CH2:18]2)[C:13](O)=[O:14])[CH:5]=[CH:6][C:7]=1[S:8]([CH3:11])(=[O:10])=[O:9].C(Cl)(=O)C([Cl:25])=O, predict the reaction product. The product is: [Cl:1][C:2]1[CH:3]=[C:4]([CH:12]([CH2:16][CH:17]2[CH2:20][C:19](=[O:21])[CH2:18]2)[C:13]([Cl:25])=[O:14])[CH:5]=[CH:6][C:7]=1[S:8]([CH3:11])(=[O:10])=[O:9]. (3) The product is: [NH2:14][C:6]1[CH:5]=[C:4]([CH:9]=[C:8]([C:10]([F:11])([F:12])[F:13])[CH:7]=1)[C:3]([NH:2][CH3:1])=[O:17]. Given the reactants [CH3:1][NH:2][C:3](=[O:17])[C:4]1[CH:9]=[C:8]([C:10]([F:13])([F:12])[F:11])[CH:7]=[C:6]([N+:14]([O-])=O)[CH:5]=1, predict the reaction product.